Dataset: Forward reaction prediction with 1.9M reactions from USPTO patents (1976-2016). Task: Predict the product of the given reaction. Given the reactants [CH2:1]([N:4]1[CH2:8][CH:7]([CH2:9]O)[C:6]([NH:16][C:17]([NH:19][C:20](=[O:27])[C:21]2[CH:26]=[CH:25][CH:24]=[CH:23][CH:22]=2)=[S:18])([C:11]2[S:15][CH:14]=[N:13][CH:12]=2)[CH2:5]1)[CH:2]=[CH2:3].C1(P(C2C=CC=CC=2)C2C=CC=CC=2)C=CC=CC=1.N(C(OC(C)(C)C)=O)=NC(OC(C)(C)C)=O, predict the reaction product. The product is: [CH2:1]([N:4]1[CH2:8][CH:7]2[C:6]([C:11]3[S:15][CH:14]=[N:13][CH:12]=3)([N:16]=[C:17]([NH:19][C:20](=[O:27])[C:21]3[CH:26]=[CH:25][CH:24]=[CH:23][CH:22]=3)[S:18][CH2:9]2)[CH2:5]1)[CH:2]=[CH2:3].